From a dataset of Catalyst prediction with 721,799 reactions and 888 catalyst types from USPTO. Predict which catalyst facilitates the given reaction. (1) Product: [C:1]([O:5][C:6]([N:8]1[CH2:9][C@H:10]([CH2:20][OH:21])[C@@H:11]([CH2:13][C:14]2[CH:15]=[CH:16][CH:17]=[CH:18][CH:19]=2)[CH2:12]1)=[O:7])([CH3:4])([CH3:2])[CH3:3]. The catalyst class is: 1. Reactant: [C:1]([O:5][C:6]([N:8]1[CH2:12][C@H:11]([CH2:13][C:14]2[CH:19]=[CH:18][CH:17]=[CH:16][CH:15]=2)[C@@H:10]([C:20](O)=[O:21])[CH2:9]1)=[O:7])([CH3:4])([CH3:3])[CH3:2].CSC.B.CO. (2) Reactant: [OH:1][C:2]1[CH:11]=[C:10]2[C:5]([C:6]([O:12][C:13]3[CH:18]=[CH:17][CH:16]=[CH:15][CH:14]=3)=[N:7][CH:8]=[N:9]2)=[CH:4][C:3]=1[O:19][CH3:20].Cl.[Cl:22][C:23]1[CH:28]=[C:27]([CH2:29]Cl)[CH:26]=[C:25]([O:31][CH3:32])[N:24]=1.C(=O)([O-])[O-].[K+].[K+]. Product: [Cl:22][C:23]1[CH:28]=[C:27]([CH2:29][O:1][C:2]2[CH:11]=[C:10]3[C:5]([C:6]([O:12][C:13]4[CH:18]=[CH:17][CH:16]=[CH:15][CH:14]=4)=[N:7][CH:8]=[N:9]3)=[CH:4][C:3]=2[O:19][CH3:20])[CH:26]=[C:25]([O:31][CH3:32])[N:24]=1. The catalyst class is: 18.